Dataset: Reaction yield outcomes from USPTO patents with 853,638 reactions. Task: Predict the reaction yield, written as a fraction of the theoretical maximum amount of product (1.0 means a 100% yield; for example, 0.34 means a 34% yield). (1) The reactants are [Br:1][C:2]1[CH:3]=[C:4]([CH2:8][C:9]([OH:11])=O)[CH:5]=[CH:6][CH:7]=1.C(Cl)(=O)C(Cl)=O.[CH3:18][NH:19][C:20]1[CH:25]=[CH:24][CH:23]=[CH:22][CH:21]=1.C(N(CC)CC)C. The catalyst is ClCCl.O.O1CCCC1. The product is [Br:1][C:2]1[CH:3]=[C:4]([CH2:8][C:9]([N:19]([CH3:18])[C:20]2[CH:25]=[CH:24][CH:23]=[CH:22][CH:21]=2)=[O:11])[CH:5]=[CH:6][CH:7]=1. The yield is 0.670. (2) The reactants are Br[C:2]([C:16]1[CH:21]=[CH:20][CH:19]=[C:18]([O:22][C:23]2[CH:28]=[CH:27][C:26]([C:29]([F:32])([F:31])[F:30])=[CH:25][N:24]=2)[CH:17]=1)=[C:3]1[CH2:8][CH2:7][N:6]([C:9]([O:11][C:12]([CH3:15])([CH3:14])[CH3:13])=[O:10])[CH2:5][CH2:4]1.[CH3:33]B(O)O.C(=O)([O-])[O-].[K+].[K+]. The catalyst is C1(C)C=CC=CC=1.C1C=CC(P(C2C=CC=CC=2)[C-]2C=CC=C2)=CC=1.C1C=CC(P(C2C=CC=CC=2)[C-]2C=CC=C2)=CC=1.Cl[Pd]Cl.[Fe+2].[Ag]=O. The product is [F:30][C:29]([F:32])([F:31])[C:26]1[CH:27]=[CH:28][C:23]([O:22][C:18]2[CH:17]=[C:16]([C:2](=[C:3]3[CH2:8][CH2:7][N:6]([C:9]([O:11][C:12]([CH3:15])([CH3:14])[CH3:13])=[O:10])[CH2:5][CH2:4]3)[CH3:33])[CH:21]=[CH:20][CH:19]=2)=[N:24][CH:25]=1. The yield is 0.790.